From a dataset of Reaction yield outcomes from USPTO patents with 853,638 reactions. Predict the reaction yield, written as a fraction of the theoretical maximum amount of product (1.0 means a 100% yield; for example, 0.34 means a 34% yield). (1) The reactants are Cl[C:2]1[C:3]2[S:10][CH:9]=[CH:8][C:4]=2[N:5]=[CH:6][N:7]=1.FC1C=C([N+]([O-])=O)C=CC=1OC1C2SC(C(NCCN3CCOCC3)=O)=CC=2N=CN=1.[Cl:42][C:43]1[CH:44]=[C:45]([OH:52])[CH:46]=[CH:47][C:48]=1[N+:49]([O-:51])=[O:50]. No catalyst specified. The product is [Cl:42][C:43]1[CH:44]=[C:45]([CH:46]=[CH:47][C:48]=1[N+:49]([O-:51])=[O:50])[O:52][C:2]1[C:3]2[S:10][CH:9]=[CH:8][C:4]=2[N:5]=[CH:6][N:7]=1. The yield is 0.720. (2) The yield is 0.940. The product is [Br:1][C:2]1[CH:3]=[CH:4][C:5]([CH2:8][C@@H:9]([NH:14][C:15]([O:17][C:18]([CH3:21])([CH3:20])[CH3:19])=[O:16])[CH2:10][C:11]([O:13][CH2:27][CH3:28])=[O:12])=[CH:6][CH:7]=1. The reactants are [Br:1][C:2]1[CH:7]=[CH:6][C:5]([CH2:8][C@@H:9]([NH:14][C:15]([O:17][C:18]([CH3:21])([CH3:20])[CH3:19])=[O:16])[CH2:10][C:11]([OH:13])=[O:12])=[CH:4][CH:3]=1.C([O-])(O)=O.[Na+].[CH2:27](I)[CH3:28]. The catalyst is CN(C=O)C. (3) The reactants are [CH3:1][C:2]1[O:6][C:5]([CH2:7][CH2:8][C:9]2[CH:14]=[CH:13][CH:12]=[CH:11][CH:10]=2)=[N:4][C:3]=1[CH2:15][C:16](O)=[O:17]. The catalyst is C1COCC1. The product is [CH3:1][C:2]1[O:6][C:5]([CH2:7][CH2:8][C:9]2[CH:10]=[CH:11][CH:12]=[CH:13][CH:14]=2)=[N:4][C:3]=1[CH2:15][CH2:16][OH:17]. The yield is 0.840. (4) The reactants are [CH3:1][C:2]1([O:5][CH2:4]1)[CH3:3].[CH3:6][C:7]1([CH3:19])[C:11]([CH3:13])([CH3:12])[O:10][B:9]([C:14]2[CH:15]=[N:16][NH:17][CH:18]=2)[O:8]1.C(=O)([O-])[O-].[Cs+].[Cs+]. The catalyst is CN(C)C=O.C(OCC)C. The product is [CH3:3][C:2]([OH:5])([CH3:1])[CH2:4][N:17]1[CH:18]=[C:14]([B:9]2[O:8][C:7]([CH3:19])([CH3:6])[C:11]([CH3:13])([CH3:12])[O:10]2)[CH:15]=[N:16]1. The yield is 0.310. (5) The reactants are [CH2:1]([NH2:4])[CH2:2][NH2:3].N1C=CC=CC=1.C1COCC1.[Cl:16][C:17]1[CH:22]=[CH:21][CH:20]=[CH:19][C:18]=1[N:23]1[C:27](=[O:28])[NH:26][N:25]=[C:24]1[C:29]1[S:45][C:32]2[C:33]3[CH:41]=[CH:40][C:39]([C:42](Cl)=[O:43])=[CH:38][C:34]=3[O:35][CH2:36][CH2:37][C:31]=2[CH:30]=1. The catalyst is O. The product is [NH2:3][CH2:2][CH2:1][NH:4][C:42]([C:39]1[CH:40]=[CH:41][C:33]2[C:32]3[S:45][C:29]([C:24]4[N:23]([C:18]5[CH:19]=[CH:20][CH:21]=[CH:22][C:17]=5[Cl:16])[C:27](=[O:28])[NH:26][N:25]=4)=[CH:30][C:31]=3[CH2:37][CH2:36][O:35][C:34]=2[CH:38]=1)=[O:43]. The yield is 0.200. (6) The yield is 0.991. The reactants are [Br:1][C:2]1[CH:3]=[C:4]([N+:13]([O-])=O)[C:5]([CH3:12])=[C:6]([CH:11]=1)[C:7]([O:9][CH3:10])=[O:8].[NH4+].[Cl-]. The catalyst is C(O)C.[Fe]. The product is [NH2:13][C:4]1[C:5]([CH3:12])=[C:6]([CH:11]=[C:2]([Br:1])[CH:3]=1)[C:7]([O:9][CH3:10])=[O:8]. (7) The reactants are CC1C(C)=CC=CC=1CCN.[CH3:12][NH:13][CH2:14][C:15]1[CH:24]=[CH:23][C:22]2[C:17](=[CH:18]C=CC=2)[C:16]=1[CH2:25]CC.Cl.[O:29]=[C:30]1[NH:39][C:38]2[N:37]=[CH:36][C:35](/[CH:40]=[CH:41]/[C:42](O)=[O:43])=[CH:34][C:33]=2[CH2:32][CH2:31]1.Cl.CN1CC2C=C(/C=C/C(O)=O)C=NC=2NC(=O)C1. No catalyst specified. The product is [CH3:25][C:16]1[C:17]([CH3:18])=[CH:22][CH:23]=[CH:24][C:15]=1[CH2:14][N:13]([CH3:12])[C:42](=[O:43])/[CH:41]=[CH:40]/[C:35]1[CH:36]=[N:37][C:38]2[NH:39][C:30](=[O:29])[CH2:31][CH2:32][C:33]=2[CH:34]=1. The yield is 0.750.